This data is from Full USPTO retrosynthesis dataset with 1.9M reactions from patents (1976-2016). The task is: Predict the reactants needed to synthesize the given product. (1) Given the product [C:14]([O:18][C:19]([N:21]1[CH2:26][CH2:25][CH:24]([C:27]([NH:13][NH:12][C:9]2[CH:8]=[CH:7][C:6]([F:5])=[CH:11][N:10]=2)=[O:28])[CH2:23][CH2:22]1)=[O:20])([CH3:17])([CH3:16])[CH3:15], predict the reactants needed to synthesize it. The reactants are: C(Cl)CCl.[F:5][C:6]1[CH:7]=[CH:8][C:9]([NH:12][NH2:13])=[N:10][CH:11]=1.[C:14]([O:18][C:19]([N:21]1[CH2:26][CH2:25][CH:24]([C:27](O)=[O:28])[CH2:23][CH2:22]1)=[O:20])([CH3:17])([CH3:16])[CH3:15].C1C=CC2N(O)N=NC=2C=1. (2) The reactants are: FC(F)(F)S(O[C:7]1[CH2:12][CH2:11][N:10]([C:13]([O:15][C:16]([CH3:19])([CH3:18])[CH3:17])=[O:14])[CH2:9][CH:8]=1)(=O)=O.CC1(C)C(C)(C)OB([C:30]2[CH:34]=[C:33]([CH3:35])[S:32][CH:31]=2)O1. Given the product [CH3:35][C:33]1[S:32][CH:31]=[C:30]([C:7]2[CH2:12][CH2:11][N:10]([C:13]([O:15][C:16]([CH3:17])([CH3:18])[CH3:19])=[O:14])[CH2:9][CH:8]=2)[CH:34]=1, predict the reactants needed to synthesize it. (3) Given the product [CH2:1]([O:3][C:4](=[O:31])[C:5]([N:7]([CH2:23][C:24]1[CH:29]=[CH:28][C:27]([C:32]#[C:33][CH2:34][CH2:35][CH2:36][CH2:37][CH2:38][CH3:39])=[CH:26][CH:25]=1)[CH2:8][C:9]1[CH:14]=[CH:13][C:12]([C:15]#[C:16][CH2:17][CH2:18][CH2:19][CH2:20][CH2:21][CH3:22])=[CH:11][CH:10]=1)=[O:6])[CH3:2], predict the reactants needed to synthesize it. The reactants are: [CH2:1]([O:3][C:4](=[O:31])[C:5]([N:7]([CH2:23][C:24]1[CH:29]=[CH:28][C:27](Br)=[CH:26][CH:25]=1)[CH2:8][C:9]1[CH:14]=[CH:13][C:12]([C:15]#[C:16][CH2:17][CH2:18][CH2:19][CH2:20][CH2:21][CH3:22])=[CH:11][CH:10]=1)=[O:6])[CH3:2].[CH:32]#[C:33][CH2:34][CH2:35][CH2:36][CH2:37][CH2:38][CH3:39]. (4) Given the product [CH3:26][C:6]1[C:5]([CH2:4][OH:3])=[C:10]([C:11]([F:14])([F:13])[F:12])[CH:9]=[C:8]([C:15]2[CH:20]=[CH:19][C:18]([O:21][C:22]([F:24])([F:23])[F:25])=[CH:17][CH:16]=2)[N:7]=1, predict the reactants needed to synthesize it. The reactants are: C([O:3][C:4](=O)[C:5]1[C:10]([C:11]([F:14])([F:13])[F:12])=[CH:9][C:8]([C:15]2[CH:20]=[CH:19][C:18]([O:21][C:22]([F:25])([F:24])[F:23])=[CH:17][CH:16]=2)=[N:7][C:6]=1[CH3:26])C.[H-].[Al+3].[Li+].[H-].[H-].[H-].[OH-].[Na+]. (5) Given the product [N:1]12[CH2:8][CH2:7][CH:4]([CH2:5][CH2:6]1)[C@H:3]([NH:9][CH2:10][CH2:11][N:12]1[C:16]3[C:17]([C:21]([O-:23])=[O:22])=[CH:18][CH:19]=[CH:20][C:15]=3[N:14]=[CH:13]1)[CH2:2]2.[Li+:27], predict the reactants needed to synthesize it. The reactants are: [N:1]12[CH2:8][CH2:7][CH:4]([CH2:5][CH2:6]1)[C@H:3]([NH:9][CH2:10][CH2:11][N:12]1[C:16]3[C:17]([C:21]([O:23]C)=[O:22])=[CH:18][CH:19]=[CH:20][C:15]=3[N:14]=[CH:13]1)[CH2:2]2.O.[OH-].[Li+:27].O. (6) Given the product [Cl:1][C:2]1[CH:3]=[C:4]([CH2:9][C:10]([O:12][CH3:13])=[O:11])[CH:5]=[C:6]([OH:8])[CH:7]=1, predict the reactants needed to synthesize it. The reactants are: [Cl:1][C:2]1[CH:3]=[C:4]([CH2:9][C:10]([OH:12])=[O:11])[CH:5]=[C:6]([OH:8])[CH:7]=1.[C:13](Cl)(=O)C. (7) Given the product [OH:34][C@H:32]1[C@:31]2([O:35][CH3:36])[C@@:18]([OH:55])([C:19](=[O:54])[C:20]3[C:29]([C:30]2=[O:37])=[C:28]([OH:38])[C:27]2[C:26](=[O:39])[CH:25]=[C:24]([NH:40][CH:41]4[C@H:46]([O:47][CH3:48])[C@H:45]([OH:49])[C@@H:44]([O:50][CH3:51])[C@H:43]([CH3:52])[O:42]4)[C:23](=[O:53])[C:22]=2[CH:21]=3)[C:17]2[C:12]([O:11][CH2:10][C:9]([OH:61])=[O:8])=[C:13]([C:57]([O:59][CH3:60])=[O:58])[C:14]([CH3:56])=[CH:15][C:16]=2[CH2:33]1, predict the reactants needed to synthesize it. The reactants are: C([O:8][C:9](=[O:61])[CH2:10][O:11][C:12]1[C:17]2[C@@:18]3([OH:55])[C@@:31]([O:35][CH3:36])([C@H:32]([OH:34])[CH2:33][C:16]=2[CH:15]=[C:14]([CH3:56])[C:13]=1[C:57]([O:59][CH3:60])=[O:58])[C:30](=[O:37])[C:29]1[C:20](=[CH:21][C:22]2[C:23](=[O:53])[C:24]([NH:40][C@@H:41]4[C@H:46]([O:47][CH3:48])[C@H:45]([OH:49])[C@@H:44]([O:50][CH3:51])[C@H:43]([CH3:52])[O:42]4)=[CH:25][C:26](=[O:39])[C:27]=2[C:28]=1[OH:38])[C:19]3=[O:54])C1C=CC=CC=1. (8) Given the product [ClH:21].[C:15]1([CH:4]2[CH2:3][CH:2]([OH:1])[CH2:7][CH2:6][NH:5]2)[CH:16]=[CH:17][CH:18]=[CH:19][CH:20]=1, predict the reactants needed to synthesize it. The reactants are: [OH:1][CH:2]1[CH2:7][CH2:6][N:5](C(OC(C)(C)C)=O)[CH:4]([C:15]2[CH:20]=[CH:19][CH:18]=[CH:17][CH:16]=2)[CH2:3]1.[ClH:21].